Regression. Given a peptide amino acid sequence and an MHC pseudo amino acid sequence, predict their binding affinity value. This is MHC class I binding data. From a dataset of Peptide-MHC class I binding affinity with 185,985 pairs from IEDB/IMGT. (1) The peptide sequence is SQMPPQKIM. The MHC is HLA-A30:01 with pseudo-sequence HLA-A30:01. The binding affinity (normalized) is 0.0847. (2) The peptide sequence is TPSGKRLQI. The MHC is HLA-B57:01 with pseudo-sequence HLA-B57:01. The binding affinity (normalized) is 0.0847. (3) The peptide sequence is YARNFLIPF. The MHC is HLA-C07:01 with pseudo-sequence HLA-C07:01. The binding affinity (normalized) is 0.338. (4) The peptide sequence is RVPTVFHKK. The MHC is HLA-B18:01 with pseudo-sequence HLA-B18:01. The binding affinity (normalized) is 0.0847. (5) The peptide sequence is DLLENLQAY. The MHC is HLA-B44:02 with pseudo-sequence HLA-B44:02. The binding affinity (normalized) is 0.0847. (6) The peptide sequence is SSCSSCPLSKI. The MHC is HLA-B35:01 with pseudo-sequence HLA-B35:01. The binding affinity (normalized) is 0. (7) The peptide sequence is YPSMFTLRHI. The MHC is Patr-B1301 with pseudo-sequence Patr-B1301. The binding affinity (normalized) is 0.605.